From a dataset of Catalyst prediction with 721,799 reactions and 888 catalyst types from USPTO. Predict which catalyst facilitates the given reaction. (1) Reactant: [NH:1]1[CH2:6][CH2:5][CH:4]([C:7]([O:9]CC)=[O:8])[CH2:3][CH2:2]1.CI.[C:14](=O)([O-])[O-].[K+].[K+]. Product: [CH3:14][N:1]1[CH2:2][CH2:3][CH:4]([C:7]([OH:9])=[O:8])[CH2:5][CH2:6]1. The catalyst class is: 10. (2) Reactant: [CH3:1][O:2][C:3]1[CH:12]=[CH:11][C:6]([C:7]([O:9][CH3:10])=[O:8])=[C:5]([CH3:13])[CH:4]=1.[Br:14]N1C(=O)CCC1=O.C(OOC(=O)C1C=CC=CC=1)(=O)C1C=CC=CC=1.O. Product: [Br:14][CH2:13][C:5]1[CH:4]=[C:3]([O:2][CH3:1])[CH:12]=[CH:11][C:6]=1[C:7]([O:9][CH3:10])=[O:8]. The catalyst class is: 53. (3) Reactant: [F:1][C:2]([F:9])([F:8])[C:3](=O)[CH2:4][C:5]#[N:6].[Cl:10][C:11]1[C:16]([Cl:17])=[CH:15][CH:14]=[CH:13][C:12]=1[NH:18][NH2:19]. Product: [Cl:10][C:11]1[C:16]([Cl:17])=[CH:15][CH:14]=[CH:13][C:12]=1[N:18]1[C:5]([NH2:6])=[CH:4][C:3]([C:2]([F:9])([F:8])[F:1])=[N:19]1. The catalyst class is: 8. (4) Reactant: [Cl:1][C:2]1[CH:7]=[CH:6][C:5]([O:8][C:9]2[CH:14]=[CH:13][C:12]([CH2:15][NH:16][C:17]([NH2:19])=[NH:18])=[CH:11][CH:10]=2)=[CH:4][C:3]=1[C:20]([F:23])([F:22])[F:21].[C:24]([O-:27])([O-])=[O:25].[Cs+].[Cs+].[OH:30]/[CH:31]=[C:32](/[CH2:37][C:38]1[CH:39]=[N:40][N:41]([CH3:43])[CH:42]=1)\[C:33](OC)=O. Product: [F:21][C:20]([F:23])([F:22])[C:24]([OH:27])=[O:25].[Cl:1][C:2]1[CH:7]=[CH:6][C:5]([O:8][C:9]2[CH:14]=[CH:13][C:12]([CH2:15][NH:16][C:17]3[NH:19][CH:33]=[C:32]([CH2:37][C:38]4[CH:39]=[N:40][N:41]([CH3:43])[CH:42]=4)[C:31](=[O:30])[N:18]=3)=[CH:11][CH:10]=2)=[CH:4][C:3]=1[C:20]([F:21])([F:22])[F:23]. The catalyst class is: 37. (5) Reactant: [Br:1][C:2]1[CH:3]=[C:4]([CH:7]=[C:8]([F:10])[CH:9]=1)[CH:5]=O.[CH3:11][S:12]([NH2:15])(=[O:14])=[O:13].[BH-](OC(C)=O)(OC(C)=O)OC(C)=O.[Na+]. Product: [Br:1][C:2]1[CH:3]=[C:4]([CH:7]=[C:8]([F:10])[CH:9]=1)[CH2:5][NH:15][S:12]([CH3:11])(=[O:14])=[O:13]. The catalyst class is: 26. (6) Reactant: [NH:1]1[C:9]2[C:4](=[C:5]([C:10]3[C:11]([C:32]4[CH:37]=[CH:36][N:35]=[CH:34][CH:33]=4)=[N:12][N:13]4[C:18]([CH:19]5[CH2:25][CH:24]6[N:26](C(OCC)=O)[CH:21]([CH2:22][CH2:23]6)[CH2:20]5)=[CH:17][CH:16]=[N:15][C:14]=34)[CH:6]=[CH:7][CH:8]=2)[CH:3]=[N:2]1.I[Si](C)(C)C. Product: [CH:21]12[NH:26][CH:24]([CH2:23][CH2:22]1)[CH2:25][CH:19]([C:18]1[N:13]3[N:12]=[C:11]([C:32]4[CH:33]=[CH:34][N:35]=[CH:36][CH:37]=4)[C:10]([C:5]4[CH:6]=[CH:7][CH:8]=[C:9]5[C:4]=4[CH:3]=[N:2][NH:1]5)=[C:14]3[N:15]=[CH:16][CH:17]=1)[CH2:20]2. The catalyst class is: 22.